This data is from Full USPTO retrosynthesis dataset with 1.9M reactions from patents (1976-2016). The task is: Predict the reactants needed to synthesize the given product. (1) Given the product [Cl:1][C:2]1[N:11]=[CH:10][C:9]2[N:8]([CH2:17][CH2:18][CH2:19][C:20]([O:22][CH3:23])=[O:21])[CH2:7][C@@H:6]3[CH2:12][O:13][CH2:14][CH2:15][N:5]3[C:4]=2[N:3]=1, predict the reactants needed to synthesize it. The reactants are: [Cl:1][C:2]1[N:11]=[CH:10][C:9]2[NH:8][CH2:7][C@@H:6]3[CH2:12][O:13][CH2:14][CH2:15][N:5]3[C:4]=2[N:3]=1.O=[CH:17][CH2:18][CH2:19][C:20]([O:22][CH3:23])=[O:21]. (2) Given the product [CH2:1]([O:8][CH:9]1[CH:14]([O:15][CH2:16][C:17]2[CH:22]=[CH:21][CH:20]=[CH:19][CH:18]=2)[CH:13]([O:23][CH2:24][C:25]2[CH:26]=[CH:27][CH:28]=[CH:29][CH:30]=2)[CH:12]([O:31][CH2:32][C:33]2[CH:38]=[CH:37][CH:36]=[CH:35][CH:34]=2)[CH:11]([O:39][CH2:5][CH2:6][CH3:7])[C:10]1([O:43][C:1](=[O:8])[CH2:2][CH2:3][CH3:4])[CH2:40][CH2:41][CH3:42])[C:2]1[CH:7]=[CH:6][CH:5]=[CH:4][CH:3]=1, predict the reactants needed to synthesize it. The reactants are: [CH2:1]([O:8][CH:9]1[CH:14]([O:15][CH2:16][C:17]2[CH:22]=[CH:21][CH:20]=[CH:19][CH:18]=2)[CH:13]([O:23][CH2:24][C:25]2[CH:30]=[CH:29][CH:28]=[CH:27][CH:26]=2)[CH:12]([O:31][CH2:32][C:33]2[CH:38]=[CH:37][CH:36]=[CH:35][CH:34]=2)[CH:11]([OH:39])[C:10]1([OH:43])[CH2:40][CH2:41][CH3:42])[C:2]1[CH:7]=[CH:6][CH:5]=[CH:4][CH:3]=1.[H][H]. (3) Given the product [Cl:1][C:2]1[N:7]=[CH:6][C:5]([C:8]([C:9]#[N:10])=[C:24]2[CH2:25][CH2:26][N:21]([C:14]([O:16][C:17]([CH3:20])([CH3:19])[CH3:18])=[O:15])[CH2:22][CH2:23]2)=[CH:4][CH:3]=1, predict the reactants needed to synthesize it. The reactants are: [Cl:1][C:2]1[N:7]=[CH:6][C:5]([CH2:8][C:9]#[N:10])=[CH:4][CH:3]=1.C[O-].[Na+].[C:14]([N:21]1[CH2:26][CH2:25][C:24](=O)[CH2:23][CH2:22]1)([O:16][C:17]([CH3:20])([CH3:19])[CH3:18])=[O:15].O. (4) Given the product [NH2:1][C:2]1[N:7]=[C:6]([NH:42][C@@H:43]([CH2:47][CH2:48][CH3:49])[CH2:44][CH2:45][OH:46])[C:5]([CH2:21][C:22]2[CH:38]=[CH:37][C:25]([CH2:26][N:27]([CH2:35][CH3:36])[CH2:28][CH2:29][C:30]([O:32][CH2:33][CH3:34])=[O:31])=[CH:24][C:23]=2[O:39][CH3:40])=[C:4]([CH3:41])[N:3]=1, predict the reactants needed to synthesize it. The reactants are: [NH2:1][C:2]1[N:7]=[C:6](OS(C2C(C)=CC(C)=CC=2C)(=O)=O)[C:5]([CH2:21][C:22]2[CH:38]=[CH:37][C:25]([CH2:26][N:27]([CH2:35][CH3:36])[CH2:28][CH2:29][C:30]([O:32][CH2:33][CH3:34])=[O:31])=[CH:24][C:23]=2[O:39][CH3:40])=[C:4]([CH3:41])[N:3]=1.[NH2:42][C@@H:43]([CH2:47][CH2:48][CH3:49])[CH2:44][CH2:45][OH:46]. (5) The reactants are: [F:1][C:2]1[CH:7]=[CH:6][C:5]([C:8]2[S:9][C:10]([C:13]([C:16]3[CH:21]=[CH:20][N:19]=[CH:18][CH:17]=3)([OH:15])[CH3:14])=[CH:11][N:12]=2)=[CH:4][CH:3]=1.[OH:22][S:23]([OH:26])(=[O:25])=[O:24]. Given the product [S:23]([O-:26])([OH:25])(=[O:24])=[O:22].[F:1][C:2]1[CH:7]=[CH:6][C:5]([C:8]2[S:9][C:10]([C:13]([C:16]3[CH:17]=[CH:18][NH+:19]=[CH:20][CH:21]=3)([OH:15])[CH3:14])=[CH:11][N:12]=2)=[CH:4][CH:3]=1, predict the reactants needed to synthesize it. (6) Given the product [CH2:5]([O:4][C:2]([N:19]1[CH2:26][C:25]2([CH2:27][CH2:28][CH:29]=[CH2:30])[CH:21]([CH2:22][O:23][C:24]2=[O:31])[CH2:20]1)=[O:3])[C:6]1[CH:11]=[CH:10][CH:9]=[CH:8][CH:7]=1, predict the reactants needed to synthesize it. The reactants are: Cl[C:2]([O:4][CH2:5][C:6]1[CH:11]=[CH:10][CH:9]=[CH:8][CH:7]=1)=[O:3].C([N:19]1[CH2:26][C:25]2([CH2:27][CH2:28][CH:29]=[CH2:30])[CH:21]([CH2:22][O:23][C:24]2=[O:31])[CH2:20]1)C1C=CC=CC=1.